From a dataset of Orexin1 receptor HTS with 218,158 compounds and 233 confirmed actives. Binary Classification. Given a drug SMILES string, predict its activity (active/inactive) in a high-throughput screening assay against a specified biological target. The molecule is O(C(=O)C(c1c([N+]([O-])=O)cccc1)(C)C(OC)=O)C. The result is 0 (inactive).